This data is from Full USPTO retrosynthesis dataset with 1.9M reactions from patents (1976-2016). The task is: Predict the reactants needed to synthesize the given product. (1) Given the product [NH:1]1[C:9]2[C:4](=[CH:5][C:6]([NH:10][C:11]3[C:20]4[C:15](=[CH:16][CH:17]=[CH:18][CH:19]=4)[N:14]=[C:13]([C:21]4[CH:22]=[C:23]([CH:29]=[CH:30][CH:31]=4)[O:24][CH2:25][C:26]([NH:79][C:75]([CH3:76])([C:77]#[CH:78])[CH3:74])=[O:27])[N:12]=3)=[CH:7][CH:8]=2)[CH:3]=[N:2]1, predict the reactants needed to synthesize it. The reactants are: [NH:1]1[C:9]2[C:4](=[CH:5][C:6]([NH:10][C:11]3[C:20]4[C:15](=[CH:16][CH:17]=[CH:18][CH:19]=4)[N:14]=[C:13]([C:21]4[CH:22]=[C:23]([CH:29]=[CH:30][CH:31]=4)[O:24][CH2:25][C:26](O)=[O:27])[N:12]=3)=[CH:7][CH:8]=2)[CH:3]=[N:2]1.C1CN([P+](ON2N=NC3C=CC=CC2=3)(N2CCCC2)N2CCCC2)CC1.F[P-](F)(F)(F)(F)F.CCN(C(C)C)C(C)C.[CH3:74][C:75]([NH2:79])([C:77]#[CH:78])[CH3:76]. (2) The reactants are: O[CH2:2][CH2:3][N:4]1[CH2:9][CH2:8][CH2:7][C@@H:6]([NH:10][C:11](=[O:17])[O:12][C:13]([CH3:16])([CH3:15])[CH3:14])[CH2:5]1.N1C=CN=C1.[I:23]I. Given the product [I:23][CH2:2][CH2:3][N:4]1[CH2:9][CH2:8][CH2:7][C@@H:6]([NH:10][C:11](=[O:17])[O:12][C:13]([CH3:16])([CH3:15])[CH3:14])[CH2:5]1, predict the reactants needed to synthesize it. (3) Given the product [C:20]([O:24][C:25]([NH:27][CH2:31][CH2:30][N:5]1[CH:6]=[C:7]([C:8]([O:10][CH2:11][CH3:12])=[O:9])[C:3]([O:2][CH3:1])=[C:4]1[C:13]([O:15][CH2:16][CH3:17])=[O:14])=[O:26])([CH3:23])([CH3:22])[CH3:21], predict the reactants needed to synthesize it. The reactants are: [CH3:1][O:2][C:3]1[C:7]([C:8]([O:10][CH2:11][CH3:12])=[O:9])=[CH:6][NH:5][C:4]=1[C:13]([O:15][CH2:16][CH3:17])=[O:14].[H-].[Na+].[C:20]([O:24][C:25]([N:27]1[CH2:31][CH2:30]OS1(=O)=O)=[O:26])([CH3:23])([CH3:22])[CH3:21]. (4) Given the product [OH:16][CH:15]([CH2:17][N:34]1[CH2:35][CH2:36][CH:37]([CH2:40][OH:43])[CH2:38][CH2:39]1)[CH2:14][O:13][C:12]1[CH:11]=[C:10]2[C:5]([C:6]([O:18][C:19]3[CH:24]=[CH:23][C:22]([CH3:25])=[CH:21][C:20]=3[C:26]([C:28]3[CH:33]=[CH:32][CH:31]=[CH:30][CH:29]=3)=[O:27])=[CH:7][CH:8]=[N:9]2)=[CH:4][C:3]=1[O:2][CH3:1], predict the reactants needed to synthesize it. The reactants are: [CH3:1][O:2][C:3]1[CH:4]=[C:5]2[C:10](=[CH:11][C:12]=1[O:13][CH2:14][CH:15]1[CH2:17][O:16]1)[N:9]=[CH:8][CH:7]=[C:6]2[O:18][C:19]1[CH:24]=[CH:23][C:22]([CH3:25])=[CH:21][C:20]=1[C:26]([C:28]1[CH:33]=[CH:32][CH:31]=[CH:30][CH:29]=1)=[O:27].[NH:34]1[CH2:39][CH2:38][CH:37]([CH2:40]CO)[CH2:36][CH2:35]1.[OH2:43]. (5) Given the product [Br:3][C:7]1[C:17]2[CH2:16][CH2:15][N:14]([C:18](=[O:23])[C:19]([F:22])([F:21])[F:20])[CH2:13][CH:12]([CH3:24])[C:11]=2[NH:10][C:9](=[O:25])[CH:8]=1, predict the reactants needed to synthesize it. The reactants are: P(Br)(Br)([Br:3])=O.O[C:7]1[C:17]2[CH2:16][CH2:15][N:14]([C:18](=[O:23])[C:19]([F:22])([F:21])[F:20])[CH2:13][CH:12]([CH3:24])[C:11]=2[NH:10][C:9](=[O:25])[CH:8]=1. (6) Given the product [F:15][C:9]([F:14])([S:10]([O-:13])(=[O:12])=[O:11])[CH2:8][O:7][C:1](=[O:6])[CH2:2][CH2:3][CH2:4][CH3:5].[C:31]1([S+:24]([C:18]2[CH:19]=[CH:20][CH:21]=[CH:22][CH:23]=2)[C:25]2[CH:30]=[CH:29][CH:28]=[CH:27][CH:26]=2)[CH:32]=[CH:33][CH:34]=[CH:35][CH:36]=1, predict the reactants needed to synthesize it. The reactants are: [C:1]([O:7][CH2:8][C:9]([F:15])([F:14])[S:10]([O-:13])(=[O:12])=[O:11])(=[O:6])[CH2:2][CH2:3][CH2:4][CH3:5].[Na+].[Cl-].[C:18]1([S+:24]([C:31]2[CH:36]=[CH:35][CH:34]=[CH:33][CH:32]=2)[C:25]2[CH:30]=[CH:29][CH:28]=[CH:27][CH:26]=2)[CH:23]=[CH:22][CH:21]=[CH:20][CH:19]=1. (7) Given the product [Br:1][C:2]1[CH:10]=[CH:9][CH:8]=[C:7]([F:11])[C:3]=1[CH2:4][O:5][CH2:20][O:21][CH3:22], predict the reactants needed to synthesize it. The reactants are: [Br:1][C:2]1[CH:10]=[CH:9][CH:8]=[C:7]([F:11])[C:3]=1[C:4](O)=[O:5].BrC1C=CC(Cl)=CC=1[CH2:20][O:21][CH2:22]OC.